From a dataset of Forward reaction prediction with 1.9M reactions from USPTO patents (1976-2016). Predict the product of the given reaction. (1) Given the reactants [C:1]1([NH2:8])[CH:6]=[CH:5][CH:4]=[CH:3][C:2]=1[NH2:7].[C:9](O)(=O)[CH2:10][CH2:11][C:12](O)=O, predict the reaction product. The product is: [CH2:11]([C:12]1[NH:8][C:1]2[CH:6]=[CH:5][CH:4]=[CH:3][C:2]=2[N:7]=1)[CH2:10][C:9]1[NH:8][C:1]2[CH:6]=[CH:5][CH:4]=[CH:3][C:2]=2[N:7]=1. (2) Given the reactants Br[C:2]1[N:3]=[C:4]2[C:10]([C:11](=[O:16])[C:12]([CH3:15])([CH3:14])[CH3:13])=[CH:9][N:8]([CH2:17][O:18][CH2:19][CH2:20][Si:21]([CH3:24])([CH3:23])[CH3:22])[C:5]2=[N:6][CH:7]=1.[CH3:25][NH:26][CH:27]1[CH2:31][CH2:30][CH2:29][CH2:28]1, predict the reaction product. The product is: [CH:27]1([N:26]([CH3:25])[C:2]2[N:3]=[C:4]3[C:10]([C:11](=[O:16])[C:12]([CH3:15])([CH3:14])[CH3:13])=[CH:9][N:8]([CH2:17][O:18][CH2:19][CH2:20][Si:21]([CH3:24])([CH3:23])[CH3:22])[C:5]3=[N:6][CH:7]=2)[CH2:31][CH2:30][CH2:29][CH2:28]1. (3) Given the reactants C(=O)([O-])[O-].[K+].[K+].[N+:7]([C:10]1[CH:15]=[CH:14][C:13]([OH:16])=[CH:12][CH:11]=1)([O-:9])=[O:8].Cl.Cl[CH2:19][CH2:20][N:21]([CH2:24][CH3:25])[CH2:22][CH3:23].C(=O)([O-])[O-].[Na+].[Na+], predict the reaction product. The product is: [CH2:20]([N:21]([CH2:24][CH3:25])[CH2:22][CH2:23][O:16][C:13]1[CH:14]=[CH:15][C:10]([N+:7]([O-:9])=[O:8])=[CH:11][CH:12]=1)[CH3:19]. (4) Given the reactants C([O:8][C:9]1[CH:10]=[CH:11][C:12]([N+:20]([O-])=O)=[C:13]([C:15](=[O:19])/[CH:16]=[CH:17]\[CH3:18])[CH:14]=1)C1C=CC=CC=1, predict the reaction product. The product is: [NH2:20][C:12]1[CH:11]=[CH:10][C:9]([OH:8])=[CH:14][C:13]=1[C:15](=[O:19])[CH2:16][CH2:17][CH3:18].